Predict the product of the given reaction. From a dataset of Forward reaction prediction with 1.9M reactions from USPTO patents (1976-2016). Given the reactants Br[C:2]1[CH:3]=[C:4]2[C:8]3=[C:9]([C:11](=[O:15])NCC[N:7]3[C@H:6]3[CH2:16][CH2:17][N:18](C(OC(C)(C)C)=O)[CH2:19][C@@H:5]23)[CH:10]=1.C1(P(C2C=CC=CC=2)C2C=CC=CC=2)C=CC=CC=1.FC1C=CC=C(F)C=1[SnH3].FC(F)(F)C(O)=[O:58].[OH-].[NH4+].C(Cl)(Cl)[Cl:65], predict the reaction product. The product is: [ClH:65].[CH2:19]1[C:5]2[C:4]3[C:8](=[C:9]([C:11]([OH:15])=[O:58])[CH:10]=[CH:2][CH:3]=3)[NH:7][C:6]=2[CH2:16][CH2:17][NH:18]1.